Dataset: Catalyst prediction with 721,799 reactions and 888 catalyst types from USPTO. Task: Predict which catalyst facilitates the given reaction. Reactant: [N:1]12[CH2:8][CH2:7][C:4]([C:9]([C:19]3[CH:24]=[CH:23][CH:22]=[C:21]([O:25][CH3:26])[CH:20]=3)([C:11]3[CH:16]=[CH:15][CH:14]=[C:13]([O:17][CH3:18])[CH:12]=3)[OH:10])([CH2:5][CH2:6]1)[CH2:3][CH2:2]2.[C:27]1([CH2:33][O:34][CH2:35][CH2:36][Br:37])[CH:32]=[CH:31][CH:30]=[CH:29][CH:28]=1. Product: [Br-:37].[OH:10][C:9]([C:19]1[CH:24]=[CH:23][CH:22]=[C:21]([O:25][CH3:26])[CH:20]=1)([C:11]1[CH:16]=[CH:15][CH:14]=[C:13]([O:17][CH3:18])[CH:12]=1)[C:4]12[CH2:5][CH2:6][N+:1]([CH2:36][CH2:35][O:34][CH2:33][C:27]3[CH:32]=[CH:31][CH:30]=[CH:29][CH:28]=3)([CH2:2][CH2:3]1)[CH2:8][CH2:7]2. The catalyst class is: 23.